This data is from Forward reaction prediction with 1.9M reactions from USPTO patents (1976-2016). The task is: Predict the product of the given reaction. (1) Given the reactants [N+:1]([C:4]1[CH:5]=[N:6][C:7]2[C:12]([C:13]=1[NH:14][CH2:15][CH2:16][CH2:17][CH2:18][OH:19])=[CH:11][CH:10]=[CH:9][CH:8]=2)([O-])=O.[H][H].C(O)C, predict the reaction product. The product is: [NH2:1][C:4]1[CH:5]=[N:6][C:7]2[C:12]([C:13]=1[NH:14][CH2:15][CH2:16][CH2:17][CH2:18][OH:19])=[CH:11][CH:10]=[CH:9][CH:8]=2. (2) Given the reactants [OH:1][C@@H:2]1[CH2:6][CH2:5][NH:4][CH2:3]1.[C:7](O[C:7]([O:9][C:10]([CH3:13])([CH3:12])[CH3:11])=[O:8])([O:9][C:10]([CH3:13])([CH3:12])[CH3:11])=[O:8], predict the reaction product. The product is: [CH3:11][C:10]([O:9][C:7]([N:4]1[CH2:3][C@H:2]([OH:1])[CH2:6][CH2:5]1)=[O:8])([CH3:13])[CH3:12].